This data is from Experimentally validated miRNA-target interactions with 360,000+ pairs, plus equal number of negative samples. The task is: Binary Classification. Given a miRNA mature sequence and a target amino acid sequence, predict their likelihood of interaction. (1) The miRNA is rno-miR-126a-3p with sequence UCGUACCGUGAGUAAUAAUGCG. The protein sequence of the target gene is MATEPPSPLRVEAPGPPEMRTSPAIESTPEGTPQPAGGRLRFLNGCVPLSHQVAGHMYGKDKVGILQHPDGTVLKQLQPPPRGPRELEFYNMVYAADCFDGVLLELRKYLPKYYGIWSPPTAPNDLYLKLEDVTHKFNKPCIMDVKIGQKSYDPFASSEKIQQQVSKYPLMEEIGFLVLGMRVYHVHSDSYETENQHYGRSLTKETIKDGVSRFFHNGYCLRKDAVAASIQKIEKILQWFENQKQLNFYASSLLFVYEGSSQPTTTKLNDRTLAEKFLSKGQLSDTEVLEYNNNFHVLSS.... Result: 0 (no interaction). (2) The protein sequence of the target gene is MFRCWGPHWGWVPCAPTPWLLLSLLVCSAPFGLQGEETRQVSMEVISGWPNPQNLLHIRAVGSNSTLHYVWSSLGPPAVVLVATNTTQSVLSVNWSLLLSPDPAGALMVLPKSSIQFSSALVFTRLLEFDSTNASEGAQPPGKPYPPYSLAKFSWNNITNSLDLANLSADFQGRPVDDPTGAFANGSLTFKVQAFSRSGRPAQPPRLLHTADVCQLEVALVGASPRGNHSLFGLEVATLGQGPDCPSVNERNSIDDEYAPAVFQLNQLLWGSSPSGFMQWRPVAFSEEERARESALPCQA.... The miRNA is cel-miR-357-3p with sequence AAAUGCCAGUCGUUGCAGGAGU. Result: 0 (no interaction). (3) The protein sequence of the target gene is MAVAIAAARVWRLNRGLSQAALLLLRQPGARGLARSHPPRQQQQFSSLDDKPQFPGASAEFIDKLEFIQPNVISGIPIYRVMDRQGQIINPSEDPHLPKEKVLKLYKSMTLLNTMDRILYESQRQGRISFYMTNYGEEGTHVGSAAALDNTDLVFGQYREAGVLMYRDYPLELFMAQCYGNISDLGKGRQMPVHYGCKERHFVTISSPLATQIPQAVGAAYAAKRANANRVVICYFGEGAASEGDAHAGFNFAATLECPIIFFCRNNGYAISTPTSEQYRGDGIAARGPGYGIMSIRVDG.... Result: 0 (no interaction). The miRNA is hsa-miR-4764-5p with sequence UGGAUGUGGAAGGAGUUAUCU. (4) The miRNA is hsa-miR-1275 with sequence GUGGGGGAGAGGCUGUC. The protein sequence of the target gene is MARPRPREYKAGDLVFAKMKGYPHWPARIDELPEGAVKPPANKYPIFFFGTHETAFLGPKDLFPYKEYKDKFGKSNKRKGFNEGLWEIENNPGVKFTGYQTIQQQSSSETEGEGGNTADASSEEEGDRVEDGKGKRKNEKGGSKRKKSYTSKKSSKQSRKSPGDEDDKDCKEEENKSSSEGGDAGNDTRNTTADLQKAGEGT. Result: 0 (no interaction). (5) The miRNA is hsa-miR-6822-3p with sequence AGGCUCUAACUGGCUUUCCCUGCA. The protein sequence of the target gene is MTRKARRCLGHLFLSLGIVYLRIGGFSSVVALGASIICNKIPGLAPRQRAICQSRPDAIIVIGEGSQMGLDECQFQFRNGRWNCSALGERTVFGKELKVGSREAAFTYAIIAAGVAHAITAACTQGNLSDCGCDKEKQGQYHRDEGWKWGGCSADIRYGIGFAKVFVDAREIKQNARTLMNLHNNEAGRKILEENMKLECKCHGVSGSCTTKTCWTTLPQFRELGYVLKDKYNEAVHVEPVRASRNKRPTFLKIKKPLSYRKPMDTDLVYIEKSPNYCEEDPVTGSVGTQGRACNKTAPQ.... Result: 0 (no interaction). (6) The miRNA is hsa-miR-15a-5p with sequence UAGCAGCACAUAAUGGUUUGUG. Result: 1 (interaction). The protein sequence of the target gene is MALLVLGLVSCTFFLAVNGLYSSSDDVIELTPSNFNREVIQSDSLWLVEFYAPWCGHCQRLTPEWKKAATALKDVVKVGAVDADKHHSLGGQYGVQGFPTIKIFGSNKNRPEDYQGGRTGEAIVDAALSALRQLVKDRLGGRSGGYSSGKQGRSDSSSKKDVIELTDDSFDKNVLDSEDVWMVEFYAPWCGHCKNLEPEWAAAASEVKEQTKGKVKLAAVDATVNQVLASRYGIRGFPTIKIFQKGESPVDYDGGRTRSDIVSRALDLFSDNAPPPELLEIINEDIAKRTCEEHQLCVVA....